Predict the reaction yield, written as a fraction of the theoretical maximum amount of product (1.0 means a 100% yield; for example, 0.34 means a 34% yield). From a dataset of Reaction yield outcomes from USPTO patents with 853,638 reactions. (1) The product is [CH3:1][C:2]1[CH:7]=[CH:6][C:5]([S:8]([O:11][CH2:12][C:13]2([CH3:25])[CH2:17][C:16]3[CH:18]=[C:19]([Cl:24])[CH:20]=[C:21]([OH:22])[C:15]=3[O:14]2)(=[O:9])=[O:10])=[CH:4][CH:3]=1. The reactants are [CH3:1][C:2]1[CH:7]=[CH:6][C:5]([S:8]([O:11][CH2:12][C:13]2([CH3:25])[CH2:17][C:16]3[CH:18]=[C:19]([Cl:24])[CH:20]=[C:21]([O:22]C)[C:15]=3[O:14]2)(=[O:10])=[O:9])=[CH:4][CH:3]=1.CC1C=CC(S(OCC2CC3C=CC=C(O)C=3O2)(=O)=O)=CC=1. The catalyst is Br. The yield is 0.800. (2) The reactants are [NH2:1][C:2]1[C:3]([F:22])=[CH:4][C:5]([F:21])=[C:6]([C:8]2[C:9]([CH3:20])=[N:10][C:11]3[C:16]([CH:17]=2)=[CH:15][N:14]=[C:13]([NH:18][CH3:19])[CH:12]=3)[CH:7]=1.Cl[C:24]([O:26][C:27]([CH3:29])=[CH2:28])=[O:25]. The catalyst is N1C=CC=CC=1. The product is [F:22][C:3]1[CH:4]=[C:5]([F:21])[C:6]([C:8]2[C:9]([CH3:20])=[N:10][C:11]3[C:16]([CH:17]=2)=[CH:15][N:14]=[C:13]([NH:18][CH3:19])[CH:12]=3)=[CH:7][C:2]=1[NH:1][C:24](=[O:25])[O:26][C:27]([CH3:29])=[CH2:28]. The yield is 0.780. (3) The reactants are [C:1]([O:5][C:6]([N:8]1[CH2:15][CH2:14][CH2:13][C@@H:9]1[C:10]([OH:12])=O)=[O:7])([CH3:4])([CH3:3])[CH3:2].C1CCC(N=C=NC2CCCCC2)CC1.C1C=CC2N(O)N=NC=2C=1.CCN(C(C)C)C(C)C.Cl.[CH3:51][NH:52][O:53][CH3:54]. The catalyst is C(Cl)Cl.CN(C1C=CN=CC=1)C. The product is [CH3:54][O:53][N:52]([CH3:51])[C:10]([C@H:9]1[CH2:13][CH2:14][CH2:15][N:8]1[C:6]([O:5][C:1]([CH3:2])([CH3:3])[CH3:4])=[O:7])=[O:12]. The yield is 0.484. (4) The reactants are [CH2:1]([O:8][N:9]1[C:15](=[O:16])[N:14]2[CH2:17][C@H:10]1[CH2:11][CH2:12][C@H:13]2[C:18]([OH:20])=O)[C:2]1[CH:7]=[CH:6][CH:5]=[CH:4][CH:3]=1.[NH2:21][O:22][CH2:23][CH:24]1[O:29][CH2:28][CH2:27][N:26]([C:30]([O:32][C:33]([CH3:36])([CH3:35])[CH3:34])=[O:31])[CH2:25]1.ON1C2C=CC=CC=2N=N1.Cl.C(N=C=NCCCN(C)C)C. The catalyst is C(Cl)Cl. The product is [CH2:1]([O:8][N:9]1[C:15](=[O:16])[N:14]2[CH2:17][C@H:10]1[CH2:11][CH2:12][C@H:13]2[C:18]([NH:21][O:22][CH2:23][CH:24]1[O:29][CH2:28][CH2:27][N:26]([C:30]([O:32][C:33]([CH3:36])([CH3:35])[CH3:34])=[O:31])[CH2:25]1)=[O:20])[C:2]1[CH:3]=[CH:4][CH:5]=[CH:6][CH:7]=1. The yield is 0.790.